This data is from Forward reaction prediction with 1.9M reactions from USPTO patents (1976-2016). The task is: Predict the product of the given reaction. (1) Given the reactants [ClH:1].[CH3:2][N:3]([CH3:21])[C@H:4]1[C:12]2[C:7](=[CH:8][CH:9]=[C:10]([C:13]3[C:14]([CH3:20])=[N:15][N:16]([CH3:19])[C:17]=3[CH3:18])[CH:11]=2)[CH2:6][CH2:5]1, predict the reaction product. The product is: [ClH:1].[ClH:1].[CH3:21][N:3]([CH3:2])[C@H:4]1[C:12]2[C:7](=[CH:8][CH:9]=[C:10]([C:13]3[C:14]([CH3:20])=[N:15][N:16]([CH3:19])[C:17]=3[CH3:18])[CH:11]=2)[CH2:6][CH2:5]1. (2) Given the reactants CC(O)(C1C=CC=CC=1CC[C@@H](SCC1(CC([O-])=O)CC1)C1C=CC=C(/C=C/C2C=CC3C=CC(Cl)=CC=3N=2)C=1)C.[Na+].[CH3:43][O:44][C:45](=[O:75])[C:46]1[CH:51]=[CH:50][CH:49]=[CH:48][C:47]=1[CH2:52][CH2:53][C:54]([C:56]1[CH:61]=[CH:60][CH:59]=[C:58]([CH:62]=[CH:63][C:64]2[CH:73]=[CH:72][C:71]3[C:66](=[CH:67][C:68]([Cl:74])=[CH:69][CH:70]=3)[N:65]=2)[CH:57]=1)=[O:55], predict the reaction product. The product is: [Cl:74][C:68]1[CH:67]=[C:66]2[C:71]([CH:72]=[CH:73][C:64]([CH:63]=[CH:62][C:58]3[CH:57]=[C:56]([C@@H:54]([OH:55])[CH2:53][CH2:52][C:47]4[CH:48]=[CH:49][CH:50]=[CH:51][C:46]=4[C:45]([O:44][CH3:43])=[O:75])[CH:61]=[CH:60][CH:59]=3)=[N:65]2)=[CH:70][CH:69]=1. (3) Given the reactants [CH3:1][C:2]1[CH:17]=[C:16]([N:18]2[C:22]3=[N:23][CH:24]=[CH:25][CH:26]=[C:21]3[CH:20]=[CH:19]2)[CH:15]=[CH:14][C:3]=1[C:4]([NH2:13])=[N:5][C:6]1[CH:7]=[N:8][C:9]([CH3:12])=[CH:10][CH:11]=1.[Li+].C[Si]([N-][Si](C)(C)C)(C)C.Br.Br[CH2:39][C:40]([C:42]1[CH:47]=[CH:46][CH:45]=[CH:44][N:43]=1)=O, predict the reaction product. The product is: [CH3:1][C:2]1[CH:17]=[C:16]([N:18]2[C:22]3=[N:23][CH:24]=[CH:25][CH:26]=[C:21]3[CH:20]=[CH:19]2)[CH:15]=[CH:14][C:3]=1[C:4]1[N:5]([C:6]2[CH:7]=[N:8][C:9]([CH3:12])=[CH:10][CH:11]=2)[CH:39]=[C:40]([C:42]2[CH:47]=[CH:46][CH:45]=[CH:44][N:43]=2)[N:13]=1. (4) Given the reactants [CH:1]1([CH2:7][CH2:8][CH2:9][C@@H:10]([C:15]2[O:19][N:18]=[C:17]([CH2:20][C:21]3[CH:26]=[CH:25][N:24]=[CH:23][CH:22]=3)[N:16]=2)[CH2:11][C:12](O)=[O:13])[CH2:6][CH2:5][CH2:4][CH2:3][CH2:2]1.C(N1C=CN=C1)(N1C=CN=C1)=O.C[Si](C)(C)[O:41][NH2:42].N1C=CN=C1, predict the reaction product. The product is: [CH:1]1([CH2:7][CH2:8][CH2:9][C@@H:10]([C:15]2[O:19][N:18]=[C:17]([CH2:20][C:21]3[CH:26]=[CH:25][N:24]=[CH:23][CH:22]=3)[N:16]=2)[CH2:11][C:12]([NH:42][OH:41])=[O:13])[CH2:6][CH2:5][CH2:4][CH2:3][CH2:2]1. (5) Given the reactants [Br:1][C:2]1[C:3]([Cl:11])=[N:4][CH:5]=[C:6]([CH:10]=1)[C:7]([OH:9])=O.O=S(Cl)Cl.CCN(C(C)C)C(C)C.[F:25][C:26]([F:36])([F:35])[O:27][C:28]1[CH:34]=[CH:33][C:31]([NH2:32])=[CH:30][CH:29]=1, predict the reaction product. The product is: [Br:1][C:2]1[C:3]([Cl:11])=[N:4][CH:5]=[C:6]([CH:10]=1)[C:7]([NH:32][C:31]1[CH:33]=[CH:34][C:28]([O:27][C:26]([F:25])([F:35])[F:36])=[CH:29][CH:30]=1)=[O:9]. (6) Given the reactants [CH2:1]([N:4]1[C:9](=N)[C:8]2[CH:11]=[CH:12][S:13][C:7]=2[N:6]=[C:5]1[O:14][CH2:15][CH2:16][CH3:17])[CH2:2][CH3:3].CI.C(=O)([O-])[O-].[K+].[K+].[CH3:26][N:27](C=O)C, predict the reaction product. The product is: [CH2:1]([N:4]1[C:9](=[CH:26][NH2:27])[C:8]2[CH:11]=[CH:12][S:13][C:7]=2[N:6]=[C:5]1[O:14][CH2:15][CH2:16][CH3:17])[CH2:2][CH3:3]. (7) The product is: [CH3:1][O:2][C:3]1[CH:4]=[C:5]2[C:9](=[CH:10][CH:11]=1)[NH:8][CH:7]=[C:6]2[C:15]1[CH2:16][CH2:17][NH:12][CH2:13][CH:14]=1. Given the reactants [CH3:1][O:2][C:3]1[CH:4]=[C:5]2[C:9](=[CH:10][CH:11]=1)[NH:8][CH:7]=[CH:6]2.[NH:12]1[CH2:17][CH2:16][C:15](O)(O)[CH2:14][CH2:13]1, predict the reaction product. (8) Given the reactants [CH2:1]([N:3]1[CH:7]=[C:6]([C:8]([OH:10])=O)[CH:5]=[N:4]1)[CH3:2].C1(C)C=CC=CC=1.S(Cl)([Cl:20])=O, predict the reaction product. The product is: [CH2:1]([N:3]1[CH:7]=[C:6]([C:8]([Cl:20])=[O:10])[CH:5]=[N:4]1)[CH3:2].